This data is from Full USPTO retrosynthesis dataset with 1.9M reactions from patents (1976-2016). The task is: Predict the reactants needed to synthesize the given product. (1) Given the product [Cl:1][C:2]1[CH:3]=[C:4]2[C:8](=[CH:9][CH:10]=1)[NH:7][CH:6]=[C:5]2/[C:11](=[CH:14]/[C:15]1[CH:16]=[N:17][CH:18]=[CH:19][C:20]=1[OH:21])/[C:12]#[N:13], predict the reactants needed to synthesize it. The reactants are: [Cl:1][C:2]1[CH:3]=[C:4]2[C:8](=[CH:9][CH:10]=1)[NH:7][CH:6]=[C:5]2/[C:11](=[CH:14]/[C:15]1[CH:16]=[N:17][CH:18]=[CH:19][C:20]=1[O:21]C)/[C:12]#[N:13].[Li+].[Cl-].C1(C)C=CC(S(O)(=O)=O)=CC=1. (2) The reactants are: [CH3:1][CH:2]1[C:6](=[O:7])[CH2:5][CH2:4][C:3]1=[O:8].[C:9]([O:18][CH3:19])(=[O:17])[C:10]1[C:11](=[CH:13][CH:14]=[CH:15][CH:16]=1)[NH2:12]. Given the product [CH3:1][C:2]1[C:3](=[O:8])[CH2:4][CH2:5][C:6]=1[NH:12][C:11]1[CH:13]=[CH:14][CH:15]=[CH:16][C:10]=1[C:9]([O:18][CH3:19])=[O:17].[CH3:10][CH2:9][O:17][C:6]([CH3:2])=[O:7], predict the reactants needed to synthesize it. (3) Given the product [CH2:29]([O:31][CH2:32][CH2:33][NH:34][C:11]([C:9]1[CH:8]=[CH:7][C:6]2[N:2]([CH3:1])[C:3]([NH:14][C:15]3[S:16][C:17]4[CH:23]=[C:22]([O:24][C:25]([F:28])([F:27])[F:26])[CH:21]=[CH:20][C:18]=4[N:19]=3)=[N:4][C:5]=2[CH:10]=1)=[O:12])[CH3:30], predict the reactants needed to synthesize it. The reactants are: [CH3:1][N:2]1[C:6]2[CH:7]=[CH:8][C:9]([C:11](O)=[O:12])=[CH:10][C:5]=2[N:4]=[C:3]1[NH:14][C:15]1[S:16][C:17]2[CH:23]=[C:22]([O:24][C:25]([F:28])([F:27])[F:26])[CH:21]=[CH:20][C:18]=2[N:19]=1.[CH2:29]([O:31][CH2:32][CH2:33][NH2:34])[CH3:30].C1C=CC(P(N=[N+]=[N-])(C2C=CC=CC=2)=O)=CC=1.CCN(C(C)C)C(C)C. (4) Given the product [F:32][C:33]1[CH:39]=[CH:38][C:36]([NH:37][C:8](=[O:10])[CH2:7][C:5]2[O:6][C:2]([CH3:1])=[CH:3][CH:4]=2)=[CH:35][CH:34]=1, predict the reactants needed to synthesize it. The reactants are: [CH3:1][C:2]1[O:6][C:5]([CH2:7][C:8]([OH:10])=O)=[CH:4][CH:3]=1.CN(C)CCCN=C=NCC.ON1C2N=CC=CC=2N=N1.[F:32][C:33]1[CH:39]=[CH:38][C:36]([NH2:37])=[CH:35][CH:34]=1. (5) Given the product [O:41]([C:2]1[CH:7]=[C:6]([O:45][C:42]2[CH:6]=[CH:7][CH:2]=[CH:3][CH:4]=2)[C:5]([N:9]2[C:21]3[CH:20]=[CH:19][CH:18]=[CH:17][C:16]=3[C:15]3[C:10]2=[CH:11][CH:12]=[CH:13][CH:14]=3)=[CH:4][C:3]=1[N:22]1[C:34]2[CH:33]=[CH:32][CH:31]=[CH:30][C:29]=2[C:28]2[C:23]1=[CH:24][CH:25]=[CH:26][CH:27]=2)[C:35]1[CH:40]=[CH:39][CH:38]=[CH:37][CH:36]=1, predict the reactants needed to synthesize it. The reactants are: Br[C:2]1[CH:7]=[C:6](Br)[C:5]([N:9]2[C:21]3[CH:20]=[CH:19][CH:18]=[CH:17][C:16]=3[C:15]3[C:10]2=[CH:11][CH:12]=[CH:13][CH:14]=3)=[CH:4][C:3]=1[N:22]1[C:34]2[CH:33]=[CH:32][CH:31]=[CH:30][C:29]=2[C:28]2[C:23]1=[CH:24][CH:25]=[CH:26][CH:27]=2.[C:35]1([OH:41])[CH:40]=[CH:39][CH:38]=[CH:37][CH:36]=1.[C:42](=[O:45])([O-])[O-].[K+].[K+].N. (6) The reactants are: [CH2:1]([O:3][C:4](=[O:16])[CH2:5][O:6][C:7]1[CH:12]=[CH:11][C:10]([Br:13])=[CH:9][C:8]=1[CH:14]=O)[CH3:2].[S:17]1[CH2:21][C:20](=[O:22])[NH:19][C:18]1=[O:23].C([O-])(=O)C.[NH4+]. Given the product [CH2:1]([O:3][C:4](=[O:16])[CH2:5][O:6][C:7]1[CH:12]=[CH:11][C:10]([Br:13])=[CH:9][C:8]=1[CH:14]=[C:21]1[S:17][C:18](=[O:23])[NH:19][C:20]1=[O:22])[CH3:2], predict the reactants needed to synthesize it. (7) Given the product [CH2:49]([O:50][C:51]1[CH:56]=[CH:55][CH:54]=[CH:32][C:33]=1[CH2:34][NH:35][C:15]([C:14]1[N:9]2[CH2:10][CH2:11][CH2:12][CH2:13][C:8]2=[N:7][C:6]=1[N:5]([CH2:1][CH2:2][CH2:3][CH3:4])[C:18](=[O:26])[C:19]1[CH:24]=[CH:23][CH:22]=[C:21]([Cl:25])[CH:20]=1)=[O:16])[CH3:48], predict the reactants needed to synthesize it. The reactants are: [CH2:1]([N:5]([C:18](=[O:26])[C:19]1[CH:24]=[CH:23][CH:22]=[C:21]([Cl:25])[CH:20]=1)[C:6]1[N:7]=[C:8]2[CH2:13][CH2:12][CH2:11][CH2:10][N:9]2[C:14]=1[C:15](O)=[O:16])[CH2:2][CH2:3][CH3:4].CCN=C=N[CH2:32][CH2:33][CH2:34][N:35](C)C.C1C=NC2N(O)N=NC=2C=1.[CH3:48][CH2:49][O:50][C:51]1C(N)=C[CH:54]=[CH:55][CH:56]=1. (8) The reactants are: [CH2:1]([O:8][C:9](=[O:16])[CH:10]=[CH:11][CH2:12][CH:13]([CH3:15])[CH3:14])[C:2]1[CH:7]=[CH:6][CH:5]=[CH:4][CH:3]=1.[N+:17]([CH3:20])([O-:19])=[O:18].C1CCN2C(=NCCC2)CC1.Cl. Given the product [CH2:1]([O:8][C:9](=[O:16])[CH2:10][CH:11]([CH2:20][N+:17]([O-:19])=[O:18])[CH2:12][CH:13]([CH3:14])[CH3:15])[C:2]1[CH:7]=[CH:6][CH:5]=[CH:4][CH:3]=1, predict the reactants needed to synthesize it. (9) Given the product [F:1][C:2]([F:7])([F:6])[C:3]([OH:5])=[O:4].[CH3:19][CH:17]([O:16][C:15]1[C:10]([C:8]#[N:9])=[CH:11][C:12]([C:20]2[O:24][N:23]=[C:22]([C:25]3[CH:42]=[CH:41][C:28]4[CH2:29][CH2:30][NH:31][CH2:32][CH2:33][C:27]=4[CH:26]=3)[N:21]=2)=[CH:13][N:14]=1)[CH3:18], predict the reactants needed to synthesize it. The reactants are: [F:1][C:2]([F:7])([F:6])[C:3]([OH:5])=[O:4].[C:8]([C:10]1[CH:11]=[C:12]([C:20]2[O:24][N:23]=[C:22]([C:25]3[CH:42]=[CH:41][C:28]4[CH2:29][CH2:30][N:31](C(OC(C)(C)C)=O)[CH2:32][CH2:33][C:27]=4[CH:26]=3)[N:21]=2)[CH:13]=[N:14][C:15]=1[O:16][CH:17]([CH3:19])[CH3:18])#[N:9].C1(C)C=CC=CC=1. (10) Given the product [O:7]1[CH2:12][CH2:11][CH2:10][CH2:9][CH:8]1[O:13][C:14]1[CH:15]=[CH:16][C:17]([CH2:18][NH2:19])=[CH:20][CH:21]=1, predict the reactants needed to synthesize it. The reactants are: [H-].[Al+3].[Li+].[H-].[H-].[H-].[O:7]1[CH2:12][CH2:11][CH2:10][CH2:9][CH:8]1[O:13][C:14]1[CH:21]=[CH:20][C:17]([C:18]#[N:19])=[CH:16][CH:15]=1.O.[OH-].[Na+].